The task is: Predict which catalyst facilitates the given reaction.. This data is from Catalyst prediction with 721,799 reactions and 888 catalyst types from USPTO. (1) Reactant: C(OC([N:8]1[CH2:13][CH2:12][N:11]([CH2:14][C:15](=[O:32])[N:16]([CH:20]2[CH2:29][CH2:28][C:27]3[C:22](=[CH:23][C:24]([O:30][CH3:31])=[CH:25][CH:26]=3)[CH2:21]2)[CH2:17][CH2:18][CH3:19])[CH2:10][CH2:9]1)=O)(C)(C)C.FC(F)(F)C(O)=O. Product: [CH3:31][O:30][C:24]1[CH:23]=[C:22]2[C:27]([CH2:28][CH2:29][CH:20]([N:16]([CH2:17][CH2:18][CH3:19])[C:15](=[O:32])[CH2:14][N:11]3[CH2:10][CH2:9][NH:8][CH2:13][CH2:12]3)[CH2:21]2)=[CH:26][CH:25]=1. The catalyst class is: 4. (2) Reactant: [C:1]([NH:4][C:5]1[S:6][CH:7]=[C:8]([CH2:10][CH2:11][C:12]2[CH:13]=[C:14]([CH2:17][CH2:18][C:19](OC)=[O:20])[S:15][CH:16]=2)[N:9]=1)(=[O:3])[CH3:2].[H-].C([Al+]CC(C)C)C(C)C.C(C(C(C([O-])=O)O)O)([O-])=O.[Na+].[K+]. Product: [OH:20][CH2:19][CH2:18][CH2:17][C:14]1[S:15][CH:16]=[C:12]([CH2:11][CH2:10][C:8]2[N:9]=[C:5]([NH:4][C:1](=[O:3])[CH3:2])[S:6][CH:7]=2)[CH:13]=1. The catalyst class is: 7. (3) Reactant: [CH:1]1[C:14]2[CH:13]=[C:12]([CH:15]([C:17]3C4C(C5C=CC=C[C:29]=5[CH:30]=3)=CC=CC=4)O)[C:11]3[C:6](=[CH:7][CH:8]=[CH:9][CH:10]=3)[C:5]=2[CH:4]=[CH:3][CH:2]=1.F[C:32](F)(F)[C:33](O)=O. Product: [CH2:30]1[C:29]2[C:13]([C:14]3[CH:1]=[CH:2][CH:3]=[CH:4][C:5]=3[C:6]3[C:7]=2[CH:8]=[C:10]2[C:11]=3[C:33]3[CH:32]=[CH:7][CH:6]=[CH:5][C:4]=3[C:3]3[CH:2]=[CH:1][CH:14]=[CH:13][C:9]=32)=[CH:12][CH:15]=[CH:17]1. The catalyst class is: 2. (4) Reactant: Cl[C:2]1[N:10]=[CH:9][N:8]=[C:7]2[C:3]=1[N:4]=[C:5]([C:13]([O:15][CH2:16][CH3:17])=[O:14])[N:6]2[CH2:11][CH3:12].[NH2:18][C@H:19]1[CH2:23][CH2:22][N:21]([C:24]([O:26][C:27]([CH3:30])([CH3:29])[CH3:28])=[O:25])[CH2:20]1.C(N(CC)C(C)C)(C)C. Product: [C:27]([O:26][C:24]([N:21]1[CH2:22][CH2:23][C@H:19]([NH:18][C:2]2[N:10]=[CH:9][N:8]=[C:7]3[C:3]=2[N:4]=[C:5]([C:13]([O:15][CH2:16][CH3:17])=[O:14])[N:6]3[CH2:11][CH3:12])[CH2:20]1)=[O:25])([CH3:30])([CH3:28])[CH3:29]. The catalyst class is: 218. (5) Reactant: [CH3:1][O:2][C:3]([C:5]1[CH:13]=[C:12]2[C:8]([CH:9]=[N:10][NH:11]2)=[CH:7][CH:6]=1)=[O:4].C(=O)([O-])[O-].[Cs+].[Cs+].[Br:20]Br. Product: [Br:20][C:9]1[C:8]2[C:12](=[CH:13][C:5]([C:3]([O:2][CH3:1])=[O:4])=[CH:6][CH:7]=2)[NH:11][N:10]=1. The catalyst class is: 10. (6) Reactant: [F:1][C:2]1[CH:9]=[C:8]([OH:10])[CH:7]=[CH:6][C:3]=1[C:4]#[N:5].[Cl:11][C:12]1[CH:13]=[C:14]([CH:17]=[CH:18][C:19]=1[Cl:20])[CH2:15]O.C1(P(C2C=CC=CC=2)C2C=CC=CC=2)C=CC=CC=1.C1(C)C=CC=CC=1.N(C(OCC)=O)=NC(OCC)=O. Product: [Cl:11][C:12]1[CH:13]=[C:14]([CH:17]=[CH:18][C:19]=1[Cl:20])[CH2:15][O:10][C:8]1[CH:7]=[CH:6][C:3]([C:4]#[N:5])=[C:2]([F:1])[CH:9]=1. The catalyst class is: 7. (7) The catalyst class is: 11. Reactant: [N:1]([Sn](C)(C)C)=[N+:2]=[N-:3].[C:8]1([C:14]2([C:21]3[CH:28]=[C:27]([O:29][CH2:30][C:31]4[CH:40]=[CH:39][C:38]5[C:33](=[CH:34][CH:35]=[CH:36][CH:37]=5)[N:32]=4)[CH:26]=[CH:25][C:22]=3[C:23]#[N:24])[CH2:19][CH:18]3[CH2:20][CH:15]2[CH2:16][CH2:17]3)[CH:13]=[CH:12][CH:11]=[CH:10][CH:9]=1. Product: [C:8]1([C:14]2([C:21]3[CH:28]=[C:27]([CH:26]=[CH:25][C:22]=3[C:23]3[NH:24][N:3]=[N:2][N:1]=3)[O:29][CH2:30][C:31]3[CH:40]=[CH:39][C:38]4[C:33](=[CH:34][CH:35]=[CH:36][CH:37]=4)[N:32]=3)[CH2:19][CH:18]3[CH2:20][CH:15]2[CH2:16][CH2:17]3)[CH:9]=[CH:10][CH:11]=[CH:12][CH:13]=1. (8) Reactant: Cl.Cl.[CH2:3]1[C:6]2([CH2:11][CH2:10][NH:9][CH2:8][CH2:7]2)[CH2:5][N:4]1[C@H:12]1[C:20]2[C:15](=[CH:16][C:17]([C:21]3[CH:22]=[CH:23][C:24]([C:27]([NH2:29])=[O:28])=[N:25][CH:26]=3)=[CH:18][CH:19]=2)[CH2:14][CH2:13]1.[O:30]1[C:39]2[C:34](=[N:35][C:36]([CH2:40][C:41](O)=[O:42])=[CH:37][CH:38]=2)[O:33][CH2:32][CH2:31]1.CCN(C(C)C)C(C)C.F[P-](F)(F)(F)(F)F.N1(O[P+](N(C)C)(N(C)C)N(C)C)C2C=CC=CC=2N=N1. Product: [O:30]1[C:39]2[C:34](=[N:35][C:36]([CH2:40][C:41]([N:9]3[CH2:10][CH2:11][C:6]4([CH2:5][N:4]([C@H:12]5[C:20]6[C:15](=[CH:16][C:17]([C:21]7[CH:22]=[CH:23][C:24]([C:27]([NH2:29])=[O:28])=[N:25][CH:26]=7)=[CH:18][CH:19]=6)[CH2:14][CH2:13]5)[CH2:3]4)[CH2:7][CH2:8]3)=[O:42])=[CH:37][CH:38]=2)[O:33][CH2:32][CH2:31]1. The catalyst class is: 3. (9) Reactant: [CH2:1]([O:3][C:4]1[CH:9]=[CH:8][C:7](B(O)O)=[CH:6][C:5]=1[F:13])[CH3:2].C(=O)([O-])[O-].[Cs+].[Cs+].ClCCl.I[C:24]1[N:28]2[C@@H:29]([CH2:34][C:35]3[N:36]=[CH:37][N:38](S(N(C)C)(=O)=O)[CH:39]=3)[CH2:30][NH:31][C:32](=[O:33])[C:27]2=[CH:26][C:25]=1[C:46]1[CH:51]=[CH:50][CH:49]=[C:48]([O:52][C:53]([F:56])([F:55])[F:54])[CH:47]=1. Product: [CH2:1]([O:3][C:4]1[CH:9]=[CH:8][C:7]([C:24]2[N:28]3[C@@H:29]([CH2:34][C:35]4[N:36]=[CH:37][NH:38][CH:39]=4)[CH2:30][NH:31][C:32](=[O:33])[C:27]3=[CH:26][C:25]=2[C:46]2[CH:51]=[CH:50][CH:49]=[C:48]([O:52][C:53]([F:54])([F:56])[F:55])[CH:47]=2)=[CH:6][C:5]=1[F:13])[CH3:2]. The catalyst class is: 708. (10) Reactant: [CH:1]([C:4]1[CH:9]=[CH:8][CH:7]=[C:6]([CH:10]([CH3:12])[CH3:11])[C:5]=1[NH:13][C:14]1[C:15]([NH2:20])=[CH:16][CH:17]=[CH:18][CH:19]=1)([CH3:3])[CH3:2]. Product: [CH:10]([C:6]1[CH:7]=[CH:8][CH:9]=[C:4]([CH:1]([CH3:2])[CH3:3])[C:5]=1[N:13]1[C:14]2[CH:19]=[CH:18][CH:17]=[CH:16][C:15]=2[N:20]=[C:1]1[C:4]1[CH:9]=[CH:8][CH:7]=[CH:6][CH:5]=1)([CH3:12])[CH3:11]. The catalyst class is: 10.